This data is from Full USPTO retrosynthesis dataset with 1.9M reactions from patents (1976-2016). The task is: Predict the reactants needed to synthesize the given product. (1) Given the product [C:42]([N:11]1[C@@H:10]([CH3:12])[C@H:9]([NH:13][C:14](=[O:20])[O:15][C:16]([CH3:19])([CH3:18])[CH3:17])[C:8](=[O:21])[N:7]([CH2:22][C:23]2[C:32]3[C:27](=[CH:28][CH:29]=[CH:30][CH:31]=3)[CH:26]=[CH:25][C:24]=2[CH3:33])[C:6]2[CH:34]=[CH:35][C:3]([C:1]#[N:2])=[CH:4][C:5]1=2)(=[O:44])[CH3:43], predict the reactants needed to synthesize it. The reactants are: [C:1]([C:3]1[CH:35]=[CH:34][C:6]2[N:7]([CH2:22][C:23]3[C:32]4[C:27](=[CH:28][CH:29]=[CH:30][CH:31]=4)[CH:26]=[CH:25][C:24]=3[CH3:33])[C:8](=[O:21])[C@@H:9]([NH:13][C:14](=[O:20])[O:15][C:16]([CH3:19])([CH3:18])[CH3:17])[C@H:10]([CH3:12])[NH:11][C:5]=2[CH:4]=1)#[N:2].N1C=CC=CC=1.[C:42](Cl)(=[O:44])[CH3:43]. (2) Given the product [F:10][C:11]1[CH:16]=[CH:15][C:14]([N+:17]([O-:19])=[O:18])=[CH:13][C:12]=1[C:2]1[CH:9]=[CH:8][C:5]([C:6]#[N:7])=[CH:4][CH:3]=1, predict the reactants needed to synthesize it. The reactants are: Br[C:2]1[CH:9]=[CH:8][C:5]([C:6]#[N:7])=[CH:4][CH:3]=1.[F:10][C:11]1[CH:16]=[CH:15][C:14]([N+:17]([O-:19])=[O:18])=[CH:13][C:12]=1B1OC(C)(C)C(C)(C)O1. (3) Given the product [CH3:1][N:2]1[C:6]([CH:7]=[O:8])=[C:5]([C:9]2[CH:14]=[CH:13][CH:12]=[CH:11][CH:10]=2)[N:4]=[CH:3]1, predict the reactants needed to synthesize it. The reactants are: [CH3:1][N:2]1[C:6]([CH2:7][OH:8])=[C:5]([C:9]2[CH:14]=[CH:13][CH:12]=[CH:11][CH:10]=2)[N:4]=[CH:3]1. (4) Given the product [Cl:1][C:2]1[CH:3]=[CH:4][C:5]([S:9][CH3:10])=[C:6]([NH:7][S:18]([C:15]2[CH:16]=[CH:17][C:12]([I:11])=[CH:13][CH:14]=2)(=[O:20])=[O:19])[CH:8]=1, predict the reactants needed to synthesize it. The reactants are: [Cl:1][C:2]1[CH:3]=[CH:4][C:5]([S:9][CH3:10])=[C:6]([CH:8]=1)[NH2:7].[I:11][C:12]1[CH:17]=[CH:16][C:15]([S:18](Cl)(=[O:20])=[O:19])=[CH:14][CH:13]=1. (5) Given the product [C:1]([O:5][C:6](=[O:25])[CH2:7][CH:8]([NH2:22])[CH:9]([OH:21])[CH2:10][O:11][CH2:12][C:13]1[C:18]([Cl:19])=[CH:17][CH:16]=[CH:15][C:14]=1[Cl:20])([CH3:4])([CH3:2])[CH3:3], predict the reactants needed to synthesize it. The reactants are: [C:1]([O:5][C:6](=[O:25])[CH2:7][CH:8]([N+:22]([O-])=O)[CH:9]([OH:21])[CH2:10][O:11][CH2:12][C:13]1[C:18]([Cl:19])=[CH:17][CH:16]=[CH:15][C:14]=1[Cl:20])([CH3:4])([CH3:3])[CH3:2]. (6) Given the product [NH2:1][C:2]1[C:7]([C:8]([NH2:10])=[O:9])=[C:6]([N:11]2[CH2:16][CH2:15][CH:14]([C:17]3[N:18]([CH2:33][CH2:66][N:67]4[CH2:70][CH2:69][CH2:68]4)[CH:19]=[C:20]([C:22]4[CH:27]=[CH:26][C:25]([F:28])=[C:24]([C:29]([F:32])([F:31])[F:30])[CH:23]=4)[N:21]=3)[CH2:13][CH2:12]2)[N:5]=[CH:4][N:3]=1, predict the reactants needed to synthesize it. The reactants are: [NH2:1][C:2]1[C:7]([C:8]([NH2:10])=[O:9])=[C:6]([N:11]2[CH2:16][CH2:15][CH:14]([C:17]3[N:18]([CH3:33])[CH:19]=[C:20]([C:22]4[CH:27]=[CH:26][C:25]([F:28])=[C:24]([C:29]([F:32])([F:31])[F:30])[CH:23]=4)[N:21]=3)[CH2:13][CH2:12]2)[N:5]=[CH:4][N:3]=1.NC1C(C#N)=C(N2CCC(C3N(C[CH2:66][N:67]4[CH2:70][CH2:69][CH2:68]4)C=C(C4C=CC(F)=C(C(F)(F)F)C=4)N=3)CC2)N=CN=1.